Dataset: Catalyst prediction with 721,799 reactions and 888 catalyst types from USPTO. Task: Predict which catalyst facilitates the given reaction. (1) Reactant: ClC1C=CC([NH:8][C:9]([NH:11][C:12]2[CH:17]=[CH:16][CH:15]=[C:14]([C:18]3[CH:23]=[CH:22][CH:21]=[C:20]([N:24]4[CH2:28][CH2:27][CH2:26][CH2:25]4)[N:19]=3)[CH:13]=2)=[O:10])=CC=1.[Cl:29][C:30]1[CH:31]=[C:32]([CH:34]=[CH:35][CH:36]=1)N.CCN(C(C)C)C(C)C. Product: [Cl:29][C:30]1[CH:36]=[C:35]([NH:8][C:9]([NH:11][C:12]2[CH:17]=[CH:16][CH:15]=[C:14]([C:18]3[CH:23]=[CH:22][CH:21]=[C:20]([N:24]4[CH2:25][CH2:26][CH2:27][CH2:28]4)[N:19]=3)[CH:13]=2)=[O:10])[CH:34]=[CH:32][CH:31]=1. The catalyst class is: 3. (2) Reactant: [CH:1]([C:3]1[CH:4]=[N:5][CH:6]=[CH:7][C:8]=1[NH:9]C(=O)C(C)(C)C)=[O:2]. Product: [NH2:9][C:8]1[C:3]([CH:1]=[O:2])=[CH:4][N:5]=[CH:6][CH:7]=1. The catalyst class is: 33. (3) Reactant: CCCC[N+](CCCC)(CCCC)CCCC.[F-].[F:19][C:20]([F:39])([F:38])[C:21]1[CH:22]=[CH:23][C:24]([C:32]#[C:33][Si](C)(C)C)=[C:25]([CH2:27][C:28]([O:30][CH3:31])=[O:29])[CH:26]=1.CCOC(C)=O.C([O-])(O)=O.[Na+]. Product: [C:32]([C:24]1[CH:23]=[CH:22][C:21]([C:20]([F:19])([F:39])[F:38])=[CH:26][C:25]=1[CH2:27][C:28]([O:30][CH3:31])=[O:29])#[CH:33]. The catalyst class is: 1. (4) Product: [Br:12][C:10]1[C:9]2[C:4](=[CH:5][CH:6]=[CH:7][CH:8]=2)[N:3]=[C:2]([NH:20][CH2:19][CH2:18][N:13]2[CH2:17][CH2:16][CH2:15][CH2:14]2)[CH:11]=1.[C:31]([OH:33])([C:27]([F:30])([F:29])[F:28])=[O:32]. Reactant: Br[C:2]1[CH:11]=[C:10]([Br:12])[C:9]2[C:4](=[CH:5][CH:6]=[CH:7][CH:8]=2)[N:3]=1.[N:13]1([CH2:18][CH2:19][NH2:20])[CH2:17][CH2:16][CH2:15][CH2:14]1.C([O-])([O-])=O.[K+].[K+].[C:27]([C:31]([OH:33])=[O:32])([F:30])([F:29])[F:28]. The catalyst class is: 3. (5) Reactant: FS([C:5]([F:10])([F:9])C(O)=O)(=O)=O.[OH:11][CH2:12][C@@H:13]([O:15][C:16]1[CH:17]=[C:18]([CH:23]=[C:24]([O:26][CH2:27][C:28]2[CH:33]=[CH:32][CH:31]=[CH:30][CH:29]=2)[CH:25]=1)[C:19]([O:21][CH3:22])=[O:20])[CH3:14]. Product: [F:9][CH:5]([F:10])[O:11][CH2:12][C@@H:13]([O:15][C:16]1[CH:17]=[C:18]([CH:23]=[C:24]([O:26][CH2:27][C:28]2[CH:33]=[CH:32][CH:31]=[CH:30][CH:29]=2)[CH:25]=1)[C:19]([O:21][CH3:22])=[O:20])[CH3:14]. The catalyst class is: 767. (6) Reactant: [Cl:1][C:2]1[CH:3]=[C:4]([CH:13]=[C:14]([Cl:28])[C:15]=1[O:16][C:17]1[CH:22]=[CH:21][C:20]([O:23]C)=[C:19]([CH:25]([CH3:27])[CH3:26])[CH:18]=1)[CH:5]=[C:6]1[S:10][C:9](=[O:11])[NH:8][C:7]1=[O:12].B(Br)(Br)Br. Product: [Cl:28][C:14]1[CH:13]=[C:4]([CH:3]=[C:2]([Cl:1])[C:15]=1[O:16][C:17]1[CH:22]=[CH:21][C:20]([OH:23])=[C:19]([CH:25]([CH3:26])[CH3:27])[CH:18]=1)[CH:5]=[C:6]1[S:10][C:9](=[O:11])[NH:8][C:7]1=[O:12]. The catalyst class is: 4. (7) Reactant: Cl[C:2]1[CH:13]=[CH:12][C:5]([C:6]([NH:8][CH2:9][CH2:10][OH:11])=[O:7])=[C:4]([NH:14][CH2:15][CH3:16])[N:3]=1.[C:17]([O:21][C:22]([N:24]([C:32]1[CH:37]=[CH:36][C:35]([CH2:38][NH:39][C:40](=[O:58])[NH:41][C:42]2[CH:47]=[CH:46][C:45](B3OC(C)(C)C(C)(C)O3)=[CH:44][C:43]=2[F:57])=[CH:34][N:33]=1)[C:25]([O:27][C:28]([CH3:31])([CH3:30])[CH3:29])=[O:26])=[O:23])([CH3:20])([CH3:19])[CH3:18].C([O-])(O)=O.[Na+].COCCOC. Product: [C:28]([O:27][C:25]([N:24]([C:32]1[CH:37]=[CH:36][C:35]([CH2:38][NH:39][C:40](=[O:58])[NH:41][C:42]2[CH:47]=[CH:46][C:45]([C:2]3[CH:13]=[CH:12][C:5]([C:6](=[O:7])[NH:8][CH2:9][CH2:10][OH:11])=[C:4]([NH:14][CH2:15][CH3:16])[N:3]=3)=[CH:44][C:43]=2[F:57])=[CH:34][N:33]=1)[C:22]([O:21][C:17]([CH3:20])([CH3:19])[CH3:18])=[O:23])=[O:26])([CH3:29])([CH3:30])[CH3:31]. The catalyst class is: 461.